Regression. Given two drug SMILES strings and cell line genomic features, predict the synergy score measuring deviation from expected non-interaction effect. From a dataset of NCI-60 drug combinations with 297,098 pairs across 59 cell lines. (1) Drug 1: C1=CC(=CC=C1CCC2=CNC3=C2C(=O)NC(=N3)N)C(=O)NC(CCC(=O)O)C(=O)O. Drug 2: COC1=CC(=CC(=C1O)OC)C2C3C(COC3=O)C(C4=CC5=C(C=C24)OCO5)OC6C(C(C7C(O6)COC(O7)C8=CC=CS8)O)O. Cell line: 786-0. Synergy scores: CSS=22.7, Synergy_ZIP=-7.33, Synergy_Bliss=-8.05, Synergy_Loewe=-6.01, Synergy_HSA=-3.87. (2) Drug 1: CN1C2=C(C=C(C=C2)N(CCCl)CCCl)N=C1CCCC(=O)O.Cl. Drug 2: CC1=C(C(=O)C2=C(C1=O)N3CC4C(C3(C2COC(=O)N)OC)N4)N. Cell line: MDA-MB-435. Synergy scores: CSS=15.2, Synergy_ZIP=-6.05, Synergy_Bliss=0.102, Synergy_Loewe=-5.24, Synergy_HSA=1.19. (3) Drug 2: C1CCC(C(C1)N)N.C(=O)(C(=O)[O-])[O-].[Pt+4]. Cell line: SK-MEL-28. Drug 1: C#CCC(CC1=CN=C2C(=N1)C(=NC(=N2)N)N)C3=CC=C(C=C3)C(=O)NC(CCC(=O)O)C(=O)O. Synergy scores: CSS=-0.0940, Synergy_ZIP=-0.415, Synergy_Bliss=2.02, Synergy_Loewe=-3.09, Synergy_HSA=-3.99. (4) Drug 1: CN(CC1=CN=C2C(=N1)C(=NC(=N2)N)N)C3=CC=C(C=C3)C(=O)NC(CCC(=O)O)C(=O)O. Drug 2: CN(CCCl)CCCl.Cl. Cell line: MOLT-4. Synergy scores: CSS=57.7, Synergy_ZIP=-1.41, Synergy_Bliss=-2.13, Synergy_Loewe=-12.0, Synergy_HSA=-2.79.